From a dataset of NCI-60 drug combinations with 297,098 pairs across 59 cell lines. Regression. Given two drug SMILES strings and cell line genomic features, predict the synergy score measuring deviation from expected non-interaction effect. (1) Drug 1: C1CCN(CC1)CCOC2=CC=C(C=C2)C(=O)C3=C(SC4=C3C=CC(=C4)O)C5=CC=C(C=C5)O. Drug 2: C1=NC2=C(N=C(N=C2N1C3C(C(C(O3)CO)O)F)Cl)N. Cell line: HT29. Synergy scores: CSS=9.60, Synergy_ZIP=0.596, Synergy_Bliss=4.68, Synergy_Loewe=-17.0, Synergy_HSA=-2.33. (2) Cell line: HCT-15. Drug 1: CC1=C(C(CCC1)(C)C)C=CC(=CC=CC(=CC(=O)O)C)C. Drug 2: C(CC(=O)O)C(=O)CN.Cl. Synergy scores: CSS=-2.16, Synergy_ZIP=-7.27, Synergy_Bliss=-14.9, Synergy_Loewe=-8.44, Synergy_HSA=-11.8. (3) Drug 1: C1CCC(C1)C(CC#N)N2C=C(C=N2)C3=C4C=CNC4=NC=N3. Drug 2: C1=CN(C(=O)N=C1N)C2C(C(C(O2)CO)O)O.Cl. Cell line: OVCAR3. Synergy scores: CSS=27.1, Synergy_ZIP=-3.10, Synergy_Bliss=0.660, Synergy_Loewe=-53.3, Synergy_HSA=-2.75. (4) Drug 1: C1=CN(C(=O)N=C1N)C2C(C(C(O2)CO)O)O.Cl. Drug 2: CC1=C(N=C(N=C1N)C(CC(=O)N)NCC(C(=O)N)N)C(=O)NC(C(C2=CN=CN2)OC3C(C(C(C(O3)CO)O)O)OC4C(C(C(C(O4)CO)O)OC(=O)N)O)C(=O)NC(C)C(C(C)C(=O)NC(C(C)O)C(=O)NCCC5=NC(=CS5)C6=NC(=CS6)C(=O)NCCC[S+](C)C)O. Cell line: HOP-62. Synergy scores: CSS=69.3, Synergy_ZIP=-3.98, Synergy_Bliss=-4.99, Synergy_Loewe=2.82, Synergy_HSA=5.30. (5) Drug 1: CC1=C(N=C(N=C1N)C(CC(=O)N)NCC(C(=O)N)N)C(=O)NC(C(C2=CN=CN2)OC3C(C(C(C(O3)CO)O)O)OC4C(C(C(C(O4)CO)O)OC(=O)N)O)C(=O)NC(C)C(C(C)C(=O)NC(C(C)O)C(=O)NCCC5=NC(=CS5)C6=NC(=CS6)C(=O)NCCC[S+](C)C)O. Drug 2: CCN(CC)CCCC(C)NC1=C2C=C(C=CC2=NC3=C1C=CC(=C3)Cl)OC. Cell line: BT-549. Synergy scores: CSS=25.4, Synergy_ZIP=-8.61, Synergy_Bliss=-6.11, Synergy_Loewe=-11.4, Synergy_HSA=-3.00. (6) Drug 1: C1CNP(=O)(OC1)N(CCCl)CCCl. Drug 2: CC(C)CN1C=NC2=C1C3=CC=CC=C3N=C2N. Cell line: NCI-H322M. Synergy scores: CSS=0.699, Synergy_ZIP=-1.47, Synergy_Bliss=-1.43, Synergy_Loewe=-0.434, Synergy_HSA=-2.83. (7) Synergy scores: CSS=41.2, Synergy_ZIP=-1.33, Synergy_Bliss=-2.05, Synergy_Loewe=-31.6, Synergy_HSA=-2.43. Cell line: NCI-H522. Drug 1: CN(C(=O)NC(C=O)C(C(C(CO)O)O)O)N=O. Drug 2: B(C(CC(C)C)NC(=O)C(CC1=CC=CC=C1)NC(=O)C2=NC=CN=C2)(O)O. (8) Drug 2: CC1C(C(CC(O1)OC2CC(CC3=C2C(=C4C(=C3O)C(=O)C5=C(C4=O)C(=CC=C5)OC)O)(C(=O)CO)O)N)O.Cl. Synergy scores: CSS=49.2, Synergy_ZIP=-9.62, Synergy_Bliss=-5.46, Synergy_Loewe=-2.39, Synergy_HSA=-0.586. Cell line: CAKI-1. Drug 1: C1=NC2=C(N1)C(=S)N=CN2.